From a dataset of Reaction yield outcomes from USPTO patents with 853,638 reactions. Predict the reaction yield, written as a fraction of the theoretical maximum amount of product (1.0 means a 100% yield; for example, 0.34 means a 34% yield). The reactants are [N:1]([CH:4]1[CH:11]=[C:10]([C:12]2[CH:17]=[CH:16][N:15]=[CH:14][C:13]=2[N+:18]([O-])=O)[CH2:9][CH:8]([CH3:21])[C:5]21[O:7][CH2:6]2)=[N+]=[N-].N1C=CC=CC=1.[C:28](O[C:28]([O:30][C:31]([CH3:34])([CH3:33])[CH3:32])=[O:29])([O:30][C:31]([CH3:34])([CH3:33])[CH3:32])=[O:29]. The catalyst is C(O)C.[Pd]. The product is [NH2:18][C:13]1[CH:14]=[N:15][CH:16]=[CH:17][C:12]=1[CH:10]1[CH2:11][CH:4]([NH:1][C:28](=[O:29])[O:30][C:31]([CH3:34])([CH3:33])[CH3:32])[C:5]([OH:7])([CH3:6])[CH:8]([CH3:21])[CH2:9]1. The yield is 0.420.